From a dataset of Merck oncology drug combination screen with 23,052 pairs across 39 cell lines. Regression. Given two drug SMILES strings and cell line genomic features, predict the synergy score measuring deviation from expected non-interaction effect. (1) Drug 1: O=P1(N(CCCl)CCCl)NCCCO1. Drug 2: O=C(O)C1(Cc2cccc(Nc3nccs3)n2)CCC(Oc2cccc(Cl)c2F)CC1. Cell line: A2780. Synergy scores: synergy=-3.01. (2) Drug 1: NC1(c2ccc(-c3nc4ccn5c(=O)[nH]nc5c4cc3-c3ccccc3)cc2)CCC1. Drug 2: NC1CCCCC1N.O=C(O)C(=O)O.[Pt+2]. Cell line: A2780. Synergy scores: synergy=-9.73. (3) Drug 1: C=CCn1c(=O)c2cnc(Nc3ccc(N4CCN(C)CC4)cc3)nc2n1-c1cccc(C(C)(C)O)n1. Drug 2: CCc1cnn2c(NCc3ccc[n+]([O-])c3)cc(N3CCCCC3CCO)nc12. Cell line: SW620. Synergy scores: synergy=-8.46. (4) Cell line: HCT116. Drug 2: CNC(=O)c1cc(Oc2ccc(NC(=O)Nc3ccc(Cl)c(C(F)(F)F)c3)cc2)ccn1. Drug 1: CN(C)C(=N)N=C(N)N. Synergy scores: synergy=9.92. (5) Drug 1: CC(=O)OC1C(=O)C2(C)C(O)CC3OCC3(OC(C)=O)C2C(OC(=O)c2ccccc2)C2(O)CC(OC(=O)C(O)C(NC(=O)c3ccccc3)c3ccccc3)C(C)=C1C2(C)C. Drug 2: CS(=O)(=O)CCNCc1ccc(-c2ccc3ncnc(Nc4ccc(OCc5cccc(F)c5)c(Cl)c4)c3c2)o1. Cell line: LOVO. Synergy scores: synergy=44.7. (6) Drug 1: CN(Cc1cnc2nc(N)nc(N)c2n1)c1ccc(C(=O)NC(CCC(=O)O)C(=O)O)cc1. Drug 2: CCN(CC)CCNC(=O)c1c(C)[nH]c(C=C2C(=O)Nc3ccc(F)cc32)c1C. Cell line: DLD1. Synergy scores: synergy=-10.3. (7) Drug 1: C#Cc1cccc(Nc2ncnc3cc(OCCOC)c(OCCOC)cc23)c1. Drug 2: CCc1c2c(nc3ccc(O)cc13)-c1cc3c(c(=O)n1C2)COC(=O)C3(O)CC. Cell line: NCIH2122. Synergy scores: synergy=41.6.